From a dataset of Reaction yield outcomes from USPTO patents with 853,638 reactions. Predict the reaction yield, written as a fraction of the theoretical maximum amount of product (1.0 means a 100% yield; for example, 0.34 means a 34% yield). (1) The reactants are Br[C:2]1[CH:7]=[CH:6][C:5]([CH2:8][C:9]2[N:10]([S:22]([C:25]3[CH:30]=[CH:29][CH:28]=[C:27]([C:31]([CH3:34])([CH3:33])[CH3:32])[CH:26]=3)(=[O:24])=[O:23])[C:11]3[C:16]([CH:17]=2)=[CH:15][C:14]([C:18]([F:21])([F:20])[F:19])=[CH:13][CH:12]=3)=[C:4]([F:35])[CH:3]=1.F[B-](F)(F)F.C([PH+](C(C)(C)C)C(C)(C)C)(C)(C)C.[C:54](=O)([O-:56])[O-:55].[Na+].[Na+]. The catalyst is COCCOC.O.C([O-])(=O)C.[Pd+2].C([O-])(=O)C.[C-]#[O+].[C-]#[O+].[C-]#[O+].[C-]#[O+].[C-]#[O+].[C-]#[O+].[Mo]. The product is [CH3:34][C:31]([C:27]1[CH:26]=[C:25]([S:22]([N:10]2[C:11]3[C:16](=[CH:15][C:14]([C:18]([F:21])([F:19])[F:20])=[CH:13][CH:12]=3)[CH:17]=[C:9]2[CH2:8][C:5]2[CH:6]=[CH:7][C:2]([C:54]([OH:56])=[O:55])=[CH:3][C:4]=2[F:35])(=[O:23])=[O:24])[CH:30]=[CH:29][CH:28]=1)([CH3:32])[CH3:33]. The yield is 0.790. (2) The yield is 0.660. The product is [CH2:22]([C:21]1[N:31]2[N:32]=[C:28]([CH3:27])[N:29]=[C:30]2[N:33]([CH:34]2[CH2:39][CH2:38][O:37][CH2:36][CH2:35]2)[C:17](=[O:18])[C:16]=1[CH2:15][C:12]1[CH:11]=[CH:10][C:9]([C:4]2[C:3]([C:1]#[N:2])=[CH:8][CH:7]=[CH:6][CH:5]=2)=[CH:14][CH:13]=1)[CH2:23][CH2:24][CH3:25]. No catalyst specified. The reactants are [C:1]([C:3]1[CH:8]=[CH:7][CH:6]=[CH:5][C:4]=1[C:9]1[CH:14]=[CH:13][C:12]([CH2:15][CH:16]([C:21](=O)[CH2:22][CH2:23][CH2:24][CH3:25])[C:17](OC)=[O:18])=[CH:11][CH:10]=1)#[N:2].[CH3:27][C:28]1[NH:29][C:30]([NH:33][CH:34]2[CH2:39][CH2:38][O:37][CH2:36][CH2:35]2)=[N:31][N:32]=1. (3) The catalyst is O1CCCC1.C(OCC)(=O)C. The reactants are [CH3:1][NH:2][C:3]([C@H:5]1[CH2:10][CH2:9][C@H:8]([O:11][CH2:12][CH2:13][CH2:14][CH2:15][O:16][CH2:17][C:18]2[CH:23]=[CH:22][CH:21]=[CH:20][CH:19]=2)[CH2:7][CH2:6]1)=O.[H-].[Al+3].[Li+].[H-].[H-].[H-]. The product is [CH2:17]([O:16][CH2:15][CH2:14][CH2:13][CH2:12][O:11][C@H:8]1[CH2:7][CH2:6][C@H:5]([CH2:3][NH:2][CH3:1])[CH2:10][CH2:9]1)[C:18]1[CH:23]=[CH:22][CH:21]=[CH:20][CH:19]=1. The yield is 0.974. (4) The reactants are [Cl:1][C:2]1[CH:7]=[C:6]([Cl:8])[CH:5]=[CH:4][C:3]=1[N:9]1[C:14]2=[N:15][C:16]3[CH:21]=[CH:20][CH:19]=[C:18]([CH:22]([OH:25])[CH2:23][CH3:24])[C:17]=3[N:13]2[CH2:12][CH2:11][CH2:10]1.[H-].[Na+].[CH3:28]I. The catalyst is CN(C)C=O.O. The product is [Cl:1][C:2]1[CH:7]=[C:6]([Cl:8])[CH:5]=[CH:4][C:3]=1[N:9]1[C:14]2=[N:15][C:16]3[CH:21]=[CH:20][CH:19]=[C:18]([CH:22]([O:25][CH3:28])[CH2:23][CH3:24])[C:17]=3[N:13]2[CH2:12][CH2:11][CH2:10]1. The yield is 0.210.